The task is: Regression. Given two drug SMILES strings and cell line genomic features, predict the synergy score measuring deviation from expected non-interaction effect.. This data is from NCI-60 drug combinations with 297,098 pairs across 59 cell lines. (1) Drug 1: CC1C(C(=O)NC(C(=O)N2CCCC2C(=O)N(CC(=O)N(C(C(=O)O1)C(C)C)C)C)C(C)C)NC(=O)C3=C4C(=C(C=C3)C)OC5=C(C(=O)C(=C(C5=N4)C(=O)NC6C(OC(=O)C(N(C(=O)CN(C(=O)C7CCCN7C(=O)C(NC6=O)C(C)C)C)C)C(C)C)C)N)C. Drug 2: C1=NC2=C(N=C(N=C2N1C3C(C(C(O3)CO)O)F)Cl)N. Cell line: HS 578T. Synergy scores: CSS=6.16, Synergy_ZIP=-3.64, Synergy_Bliss=-2.66, Synergy_Loewe=-2.42, Synergy_HSA=-0.904. (2) Drug 1: CS(=O)(=O)CCNCC1=CC=C(O1)C2=CC3=C(C=C2)N=CN=C3NC4=CC(=C(C=C4)OCC5=CC(=CC=C5)F)Cl. Drug 2: C1CN1C2=NC(=NC(=N2)N3CC3)N4CC4. Cell line: MDA-MB-231. Synergy scores: CSS=15.0, Synergy_ZIP=-5.12, Synergy_Bliss=-0.389, Synergy_Loewe=-10.4, Synergy_HSA=-4.44. (3) Drug 2: CN1C2=C(C=C(C=C2)N(CCCl)CCCl)N=C1CCCC(=O)O.Cl. Synergy scores: CSS=25.5, Synergy_ZIP=1.05, Synergy_Bliss=5.93, Synergy_Loewe=1.23, Synergy_HSA=6.28. Drug 1: C1CCC(CC1)NC(=O)N(CCCl)N=O. Cell line: HS 578T. (4) Drug 1: C1=C(C(=O)NC(=O)N1)F. Drug 2: CC1CCC2CC(C(=CC=CC=CC(CC(C(=O)C(C(C(=CC(C(=O)CC(OC(=O)C3CCCCN3C(=O)C(=O)C1(O2)O)C(C)CC4CCC(C(C4)OC)O)C)C)O)OC)C)C)C)OC. Cell line: T-47D. Synergy scores: CSS=32.1, Synergy_ZIP=-7.42, Synergy_Bliss=-9.12, Synergy_Loewe=-1.33, Synergy_HSA=-0.713.